This data is from Forward reaction prediction with 1.9M reactions from USPTO patents (1976-2016). The task is: Predict the product of the given reaction. Given the reactants [CH3:1][O:2][CH2:3][C:4]1[N:5]=[C:6]([NH:9][C:10]([C:12]2[C:17]([NH2:18])=[CH:16][CH:15]=[C:14]([CH3:19])[N:13]=2)=[O:11])[S:7][CH:8]=1.Br[C:21]1[CH:26]=[C:25]([F:27])[CH:24]=[C:23]([F:28])[CH:22]=1, predict the reaction product. The product is: [CH3:1][O:2][CH2:3][C:4]1[N:5]=[C:6]([NH:9][C:10]([C:12]2[C:17]([NH:18][C:21]3[CH:26]=[C:25]([F:27])[CH:24]=[C:23]([F:28])[CH:22]=3)=[CH:16][CH:15]=[C:14]([CH3:19])[N:13]=2)=[O:11])[S:7][CH:8]=1.